Dataset: NCI-60 drug combinations with 297,098 pairs across 59 cell lines. Task: Regression. Given two drug SMILES strings and cell line genomic features, predict the synergy score measuring deviation from expected non-interaction effect. (1) Drug 1: CCC1=CC2CC(C3=C(CN(C2)C1)C4=CC=CC=C4N3)(C5=C(C=C6C(=C5)C78CCN9C7C(C=CC9)(C(C(C8N6C)(C(=O)OC)O)OC(=O)C)CC)OC)C(=O)OC.C(C(C(=O)O)O)(C(=O)O)O. Drug 2: C(CN)CNCCSP(=O)(O)O. Cell line: 786-0. Synergy scores: CSS=24.6, Synergy_ZIP=0.344, Synergy_Bliss=1.98, Synergy_Loewe=-40.4, Synergy_HSA=1.01. (2) Drug 1: CN1C(=O)N2C=NC(=C2N=N1)C(=O)N. Drug 2: CC1CCC2CC(C(=CC=CC=CC(CC(C(=O)C(C(C(=CC(C(=O)CC(OC(=O)C3CCCCN3C(=O)C(=O)C1(O2)O)C(C)CC4CCC(C(C4)OC)O)C)C)O)OC)C)C)C)OC. Cell line: RXF 393. Synergy scores: CSS=-2.23, Synergy_ZIP=-0.580, Synergy_Bliss=-3.76, Synergy_Loewe=-10.3, Synergy_HSA=-7.32. (3) Drug 1: C(=O)(N)NO. Synergy scores: CSS=-3.98, Synergy_ZIP=1.98, Synergy_Bliss=0.579, Synergy_Loewe=-1.12, Synergy_HSA=-2.74. Cell line: SF-295. Drug 2: CCN(CC)CCCC(C)NC1=C2C=C(C=CC2=NC3=C1C=CC(=C3)Cl)OC. (4) Drug 1: CN1C(=O)N2C=NC(=C2N=N1)C(=O)N. Drug 2: CCN(CC)CCNC(=O)C1=C(NC(=C1C)C=C2C3=C(C=CC(=C3)F)NC2=O)C. Cell line: NCIH23. Synergy scores: CSS=6.74, Synergy_ZIP=0.223, Synergy_Bliss=4.37, Synergy_Loewe=-1.78, Synergy_HSA=2.19.